From a dataset of CYP2C9 inhibition data for predicting drug metabolism from PubChem BioAssay. Regression/Classification. Given a drug SMILES string, predict its absorption, distribution, metabolism, or excretion properties. Task type varies by dataset: regression for continuous measurements (e.g., permeability, clearance, half-life) or binary classification for categorical outcomes (e.g., BBB penetration, CYP inhibition). Dataset: cyp2c9_veith. (1) The compound is Nc1ccc(C(=O)NCC(=O)O)cc1. The result is 0 (non-inhibitor). (2) The compound is CNC(=O)[C@H]1O[C@H](n2cnc3c(NCc4cccc(I)c4)ncnc32)[C@@H](O)[C@@H]1O. The result is 0 (non-inhibitor). (3) The molecule is COc1ccccc1CNc1ncnc2ccc(-c3ccccc3OC)cc12. The result is 1 (inhibitor). (4) The drug is Cc1ccccc1OCCCn1c(=O)sc2ccccc21. The result is 1 (inhibitor). (5) The molecule is COC(=O)N1CCC2(CC1)CN(C(=O)Nc1cccc(F)c1)C2. The result is 0 (non-inhibitor). (6) The drug is CCN[C@@H]1C[C@H](N)[C@H](O[C@H]2OC(CN)=CC[C@H]2N)[C@@H](O)[C@H]1O[C@H]1OC[C@@](C)(O)[C@@H](NC)[C@@H]1O. The result is 0 (non-inhibitor).